The task is: Predict the product of the given reaction.. This data is from Forward reaction prediction with 1.9M reactions from USPTO patents (1976-2016). (1) The product is: [Br:16][C:8]1[CH:7]=[CH:6][C:4]([NH2:5])=[CH:3][C:2]=1[F:1]. Given the reactants [F:1][C:2]1[CH:3]=[C:4]([CH:6]=[CH:7][CH:8]=1)[NH2:5].C1C(=O)N([Br:16])C(=O)C1.ClCCl, predict the reaction product. (2) Given the reactants [CH2:1]([C@H:8]1[CH2:12][O:11][C:10](=[O:13])[N:9]1[C:14](=[O:27])[CH2:15][CH2:16][CH2:17][C:18]([C:20]1[CH:25]=[CH:24][C:23]([F:26])=[CH:22][CH:21]=1)=[O:19])[C:2]1[CH:7]=[CH:6][CH:5]=[CH:4][CH:3]=1.CB1N2CCC[C@@H]2C(C2C=CC=CC=2)(C2C=CC=CC=2)O1.CO.OO.S(=O)(=O)(O)O, predict the reaction product. The product is: [CH2:1]([C@H:8]1[CH2:12][O:11][C:10](=[O:13])[N:9]1[C:14](=[O:27])[CH2:15][CH2:16][CH2:17][C@@H:18]([C:20]1[CH:25]=[CH:24][C:23]([F:26])=[CH:22][CH:21]=1)[OH:19])[C:2]1[CH:3]=[CH:4][CH:5]=[CH:6][CH:7]=1.